Predict the product of the given reaction. From a dataset of Forward reaction prediction with 1.9M reactions from USPTO patents (1976-2016). (1) Given the reactants [CH2:1]([O:3][C:4]1[CH:34]=[C:33]([F:35])[C:7]([CH2:8][N:9]2[C:17]3[C:12](=[CH:13][CH:14]=[CH:15][CH:16]=3)[C:11]([C:18]3[N:23]=[C:22]([NH:24][C:25]4[CH:30]=[CH:29][N:28]=[CH:27][CH:26]=4)[C:21]([O:31][CH3:32])=[CH:20][N:19]=3)=[N:10]2)=[C:6]([F:36])[CH:5]=1)[CH3:2].[ClH:37], predict the reaction product. The product is: [ClH:37].[CH2:1]([O:3][C:4]1[CH:5]=[C:6]([F:36])[C:7]([CH2:8][N:9]2[C:17]3[C:12](=[CH:13][CH:14]=[CH:15][CH:16]=3)[C:11]([C:18]3[N:23]=[C:22]([NH:24][C:25]4[CH:30]=[CH:29][N:28]=[CH:27][CH:26]=4)[C:21]([O:31][CH3:32])=[CH:20][N:19]=3)=[N:10]2)=[C:33]([F:35])[CH:34]=1)[CH3:2]. (2) Given the reactants [F:1][C:2]1[CH:7]=[CH:6][C:5]([C:8]2[O:9][C:10]3[CH:20]=[CH:19][C:18]([C:21]4[C:22]([CH3:32])=[CH:23][C:24]([O:30][CH3:31])=[C:25]([CH:29]=4)[C:26](O)=[O:27])=[CH:17][C:11]=3[C:12]=2[C:13](=[O:16])[NH:14][CH3:15])=[CH:4][CH:3]=1.[N:33]1[CH:38]=[CH:37][N:36]=[CH:35][C:34]=1[C:39]1([NH2:42])[CH2:41][CH2:40]1.CCN=C=NCCCN(C)C.Cl.C1C=CC2N(O)N=NC=2C=1, predict the reaction product. The product is: [F:1][C:2]1[CH:7]=[CH:6][C:5]([C:8]2[O:9][C:10]3[CH:20]=[CH:19][C:18]([C:21]4[CH:29]=[C:25]([C:26](=[O:27])[NH:42][C:39]5([C:34]6[CH:35]=[N:36][CH:37]=[CH:38][N:33]=6)[CH2:41][CH2:40]5)[C:24]([O:30][CH3:31])=[CH:23][C:22]=4[CH3:32])=[CH:17][C:11]=3[C:12]=2[C:13]([NH:14][CH3:15])=[O:16])=[CH:4][CH:3]=1. (3) Given the reactants [O:1]1[C:6]2[CH:7]=[C:8]([NH:11][C:12]([C:14]3[C:15]([C:20]4[CH:25]=[CH:24][C:23]([C:26]([F:29])([F:28])[F:27])=[CH:22][CH:21]=4)=[CH:16][CH:17]=[CH:18][CH:19]=3)=[O:13])[CH:9]=[CH:10][C:5]=2[NH:4][CH2:3][CH2:2]1.Cl.[N:31]1[CH:36]=[CH:35][CH:34]=[CH:33][C:32]=1[CH2:37][C:38](O)=[O:39].O.ON1C2C=CC=CC=2N=N1.CN(C)CCCN=C=NCC.C(=O)([O-])[O-].[K+].[K+], predict the reaction product. The product is: [N:31]1[CH:36]=[CH:35][CH:34]=[CH:33][C:32]=1[CH2:37][C:38]([N:4]1[C:5]2[CH:10]=[CH:9][C:8]([NH:11][C:12]([C:14]3[C:15]([C:20]4[CH:25]=[CH:24][C:23]([C:26]([F:27])([F:29])[F:28])=[CH:22][CH:21]=4)=[CH:16][CH:17]=[CH:18][CH:19]=3)=[O:13])=[CH:7][C:6]=2[O:1][CH2:2][CH2:3]1)=[O:39]. (4) Given the reactants [Br:1]N1C(=O)CCC1=O.[F:9][CH:10]([F:38])[C:11]([C:27]1[CH:32]=[CH:31][C:30]([N:33]2[CH:37]=[CH:36][CH:35]=[N:34]2)=[CH:29][CH:28]=1)([OH:26])[CH2:12][C:13]1[NH:14][CH:15]=[C:16]([CH2:18][C:19]2([C:22]([F:25])([F:24])[F:23])[CH2:21][CH2:20]2)[N:17]=1, predict the reaction product. The product is: [Br:1][C:15]1[NH:14][C:13]([CH2:12][C:11]([C:27]2[CH:28]=[CH:29][C:30]([N:33]3[CH:37]=[CH:36][CH:35]=[N:34]3)=[CH:31][CH:32]=2)([OH:26])[CH:10]([F:9])[F:38])=[N:17][C:16]=1[CH2:18][C:19]1([C:22]([F:25])([F:24])[F:23])[CH2:20][CH2:21]1. (5) Given the reactants [Br:1][C:2]1[CH:6]=[N:5][N:4]([CH3:7])[C:3]=1[CH:8]=[O:9].[C:10]1([CH2:16][CH2:17][CH2:18][Mg]Br)[CH:15]=[CH:14][CH:13]=[CH:12][CH:11]=1, predict the reaction product. The product is: [Br:1][C:2]1[CH:6]=[N:5][N:4]([CH3:7])[C:3]=1[CH:8]([OH:9])[CH2:18][CH2:17][CH2:16][C:10]1[CH:15]=[CH:14][CH:13]=[CH:12][CH:11]=1. (6) Given the reactants [F:1][C:2]1[CH:10]=[CH:9][C:5]([CH:6]=[N:7]O)=[CH:4][CH:3]=1, predict the reaction product. The product is: [F:1][C:2]1[CH:10]=[CH:9][C:5]([CH2:6][NH2:7])=[CH:4][CH:3]=1. (7) Given the reactants [F:1][C:2]1[CH:7]=[CH:6][CH:5]=[CH:4][C:3]=1[C:8]1[CH:16]=[CH:15][CH:14]=[C:13]2[C:9]=1[CH2:10][C:11](=[O:17])[NH:12]2.[N:18]1([CH2:23][CH2:24][NH:25][C:26]([C:28]2[C:32]([CH3:33])=[C:31]([CH:34]=O)[NH:30][C:29]=2[CH3:36])=[O:27])[CH:22]=[CH:21][N:20]=[N:19]1, predict the reaction product. The product is: [N:18]1([CH2:23][CH2:24][NH:25][C:26]([C:28]2[C:32]([CH3:33])=[C:31]([CH:34]=[C:10]3[C:9]4[C:13](=[CH:14][CH:15]=[CH:16][C:8]=4[C:3]4[CH:4]=[CH:5][CH:6]=[CH:7][C:2]=4[F:1])[NH:12][C:11]3=[O:17])[NH:30][C:29]=2[CH3:36])=[O:27])[CH:22]=[CH:21][N:20]=[N:19]1. (8) Given the reactants CC(C[AlH]CC(C)C)C.C([O:12][C:13](=O)[C:14]([F:22])([F:21])[C:15]1[CH:20]=[CH:19][CH:18]=[CH:17][N:16]=1)C.CO.O, predict the reaction product. The product is: [F:22][C:14]([F:21])([C:15]1[CH:20]=[CH:19][CH:18]=[CH:17][N:16]=1)[CH:13]=[O:12]. (9) Given the reactants [NH2:1][C:2]1[CH:7]=[CH:6][C:5]([CH:8]2[O:13][CH2:12][CH2:11][N:10]([C:14]([O:16][C:17]([CH3:20])([CH3:19])[CH3:18])=[O:15])[CH2:9]2)=[CH:4][C:3]=1[CH3:21].Br[C:23]1[CH:28]=[CH:27][C:26]([Br:29])=[CH:25][N:24]=1.C(=O)([O-])[O-].[Cs+].[Cs+], predict the reaction product. The product is: [Br:29][C:26]1[CH:27]=[CH:28][C:23]([NH:1][C:2]2[CH:7]=[CH:6][C:5]([CH:8]3[O:13][CH2:12][CH2:11][N:10]([C:14]([O:16][C:17]([CH3:18])([CH3:20])[CH3:19])=[O:15])[CH2:9]3)=[CH:4][C:3]=2[CH3:21])=[N:24][CH:25]=1.